Dataset: Catalyst prediction with 721,799 reactions and 888 catalyst types from USPTO. Task: Predict which catalyst facilitates the given reaction. (1) Reactant: [CH3:1][C:2]1[C:11]2[C:6](=[CH:7][CH:8]=[CH:9][CH:10]=2)[CH:5]=[CH:4][N:3]=1.[Se](=O)=[O:13]. Product: [C:2]1([CH:1]=[O:13])[C:11]2[C:6](=[CH:7][CH:8]=[CH:9][CH:10]=2)[CH:5]=[CH:4][N:3]=1. The catalyst class is: 12. (2) Reactant: C(OC([N:8]1[CH2:13][CH2:12][N:11]([C:14]([C:16]2[C:24]3[C:19](=[CH:20][C:21]([C:25]#[N:26])=[CH:22][CH:23]=3)[N:18]([C:27]3[CH:32]=[CH:31][CH:30]=[CH:29][CH:28]=3)[C:17]=2[O:33][C:34]2[CH:39]=[C:38]([F:40])[CH:37]=[CH:36][C:35]=2[CH3:41])=[O:15])[CH2:10][CH2:9]1)=O)(C)(C)C.C(O)(C(F)(F)F)=O. Product: [F:40][C:38]1[CH:37]=[CH:36][C:35]([CH3:41])=[C:34]([CH:39]=1)[O:33][C:17]1[N:18]([C:27]2[CH:28]=[CH:29][CH:30]=[CH:31][CH:32]=2)[C:19]2[C:24]([C:16]=1[C:14]([N:11]1[CH2:10][CH2:9][NH:8][CH2:13][CH2:12]1)=[O:15])=[CH:23][CH:22]=[C:21]([C:25]#[N:26])[CH:20]=2. The catalyst class is: 2.